Dataset: Reaction yield outcomes from USPTO patents with 853,638 reactions. Task: Predict the reaction yield, written as a fraction of the theoretical maximum amount of product (1.0 means a 100% yield; for example, 0.34 means a 34% yield). (1) The reactants are C[O:2][C:3](=[O:21])[CH:4]([C:14]1[CH:19]=[CH:18][C:17]([CH3:20])=[CH:16][CH:15]=1)[CH2:5][NH:6][C:7]([O:9][C:10]([CH3:13])([CH3:12])[CH3:11])=[O:8].O.O.[OH-].[Li+]. The catalyst is C1COCC1. The product is [C:10]([O:9][C:7]([NH:6][CH2:5][CH:4]([C:14]1[CH:15]=[CH:16][C:17]([CH3:20])=[CH:18][CH:19]=1)[C:3]([OH:21])=[O:2])=[O:8])([CH3:13])([CH3:12])[CH3:11]. The yield is 0.930. (2) The reactants are [CH3:1][O:2][C:3]1[CH:8]=[CH:7][C:6]([C:9]2[CH:10]=[N:11][CH:12]=[C:13]3[C:18]=2[N:17]=[C:16]([C:19]([OH:21])=O)[CH:15]=[CH:14]3)=[CH:5][CH:4]=1.C(N1C=CN=C1)([N:24]1C=CN=C1)=O.N.CO. The catalyst is ClCCl. The product is [CH3:1][O:2][C:3]1[CH:4]=[CH:5][C:6]([C:9]2[CH:10]=[N:11][CH:12]=[C:13]3[C:18]=2[N:17]=[C:16]([C:19]([NH2:24])=[O:21])[CH:15]=[CH:14]3)=[CH:7][CH:8]=1. The yield is 0.150. (3) The reactants are [C:12]([O:11][C:9](O[C:9]([O:11][C:12]([CH3:15])([CH3:14])[CH3:13])=[O:10])=[O:10])([CH3:15])([CH3:14])[CH3:13].[NH2:16][C:17]1[CH:22]=[C:21]([NH2:23])[CH:20]=[CH:19][C:18]=1[CH3:24].C(N(CC)CC)C.CCCCCC.C(OCC)(=O)C. The catalyst is CO.O. The product is [CH3:24][C:18]1[CH:19]=[CH:20][C:21]([NH:23][C:9]([O:11][C:12]([CH3:13])([CH3:14])[CH3:15])=[O:10])=[CH:22][C:17]=1[NH2:16]. The yield is 0.670. (4) The reactants are [Br:1][C:2]1[CH:3]=[CH:4][C:5]2[O:10][CH2:9][C:8](=[O:11])[NH:7][C:6]=2[CH:12]=1.[CH2:13](Br)[C:14]1[CH:19]=[CH:18][CH:17]=[CH:16][CH:15]=1.C(=O)([O-])[O-].[K+].[K+]. The catalyst is [Cl-].C([N+](CC)(CC)CC)C1C=CC=CC=1.C(#N)C.CCOC(C)=O. The product is [Br:1][C:2]1[CH:3]=[CH:4][C:5]2[O:10][CH2:9][C:8](=[O:11])[N:7]([CH2:13][C:14]3[CH:19]=[CH:18][CH:17]=[CH:16][CH:15]=3)[C:6]=2[CH:12]=1. The yield is 0.840. (5) The reactants are OC(C)(C)C[N:4]1[CH:8]=[CH:7][C:6]([NH:9][C:10](=[O:30])[C@@H:11]([N:16]2[CH2:20][C:19]([O:21][C:22]3[CH:27]=[CH:26][CH:25]=[CH:24][C:23]=3[Cl:28])=[CH:18][C:17]2=[O:29])[CH2:12][CH:13]([CH3:15])[CH3:14])=[N:5]1.Cl.CN(C)CCCN=C=NCC.ON1C2C=CC=CC=2N=N1.[C:55]([O:59][C:60]([N:62]1[C@H:66]([CH2:67]N2C=CC(N)=N2)[CH2:65][O:64][C:63]1([CH3:75])[CH3:74])=[O:61])([CH3:58])([CH3:57])[CH3:56]. The catalyst is ClCCl. The product is [C:55]([O:59][C:60]([N:62]1[C@H:66]([CH2:67][N:4]2[CH:8]=[CH:7][C:6]([NH:9][C:10](=[O:30])[C@@H:11]([N:16]3[CH2:20][C:19]([O:21][C:22]4[CH:27]=[CH:26][CH:25]=[CH:24][C:23]=4[Cl:28])=[CH:18][C:17]3=[O:29])[CH2:12][CH:13]([CH3:14])[CH3:15])=[N:5]2)[CH2:65][O:64][C:63]1([CH3:74])[CH3:75])=[O:61])([CH3:58])([CH3:56])[CH3:57]. The yield is 0.550. (6) The reactants are [NH2:1][C:2]1[C:3]([F:23])=[CH:4][C:5]([Cl:22])=[C:6]([C:8]2[C:9](=[O:21])[N:10]([CH2:19][CH3:20])[C:11]3[C:16]([CH:17]=2)=[CH:15][N:14]=[C:13](Cl)[CH:12]=3)[CH:7]=1.[CH3:24][N:25]([CH3:29])[CH2:26][CH2:27][CH3:28].C[N:31](C=O)C. The catalyst is O. The product is [NH2:1][C:2]1[C:3]([F:23])=[CH:4][C:5]([Cl:22])=[C:6]([C:8]2[C:9](=[O:21])[N:10]([CH2:19][CH3:20])[C:11]3[C:16]([CH:17]=2)=[CH:15][N:14]=[C:13]([NH:31][CH2:28][CH2:27][CH2:26][N:25]([CH3:29])[CH3:24])[CH:12]=3)[CH:7]=1. The yield is 0.930.